From a dataset of Catalyst prediction with 721,799 reactions and 888 catalyst types from USPTO. Predict which catalyst facilitates the given reaction. (1) Reactant: CN([P+](ON1N=NC2C=CC=CC1=2)(N(C)C)N(C)C)C.F[P-](F)(F)(F)(F)F.[NH2:28][CH:29]1[CH2:36][CH:35]2[CH2:37][C:31]([C:48]3[CH:53]=[CH:52][CH:51]=[C:50]([OH:54])[CH:49]=3)([CH:32]([CH3:47])[CH2:33][N:34]2[CH2:38][CH2:39][CH2:40][C:41]2[CH:46]=[CH:45][CH:44]=[CH:43][CH:42]=2)[CH2:30]1.Cl.[CH3:56][N:57]([CH3:64])[CH2:58][CH2:59][CH2:60][C:61](O)=[O:62].C(N(CC)CC)C. Product: [CH3:56][N:57]([CH3:64])[CH2:58][CH2:59][CH2:60][C:61]([NH:28][C@H:29]1[CH2:36][C@H:35]2[CH2:37][C@:31]([C:48]3[CH:53]=[CH:52][CH:51]=[C:50]([OH:54])[CH:49]=3)([C@H:32]([CH3:47])[CH2:33][N:34]2[CH2:38][CH2:39][CH2:40][C:41]2[CH:42]=[CH:43][CH:44]=[CH:45][CH:46]=2)[CH2:30]1)=[O:62]. The catalyst class is: 116. (2) The catalyst class is: 4. Product: [Cl:1][C:2]1[CH:3]=[C:4]([C:11]2[CH:16]=[CH:15][CH:14]=[CH:13][CH:12]=2)[CH:5]=[CH:6][C:7]=1[C:8]([Cl:19])=[O:9]. Reactant: [Cl:1][C:2]1[CH:3]=[C:4]([C:11]2[CH:16]=[CH:15][CH:14]=[CH:13][CH:12]=2)[CH:5]=[CH:6][C:7]=1[C:8](O)=[O:9].S(Cl)([Cl:19])=O.CN1CCCC1=O. (3) Product: [CH3:1][O:2][C:3](=[O:22])[C:4]1[CH:9]=[CH:8][CH:7]=[C:6]([S:10][C:11]2[C:19]3[C:14](=[CH:15][C:16]([Cl:20])=[CH:17][CH:18]=3)[N:13]([CH2:25][C:26]3[CH:31]=[CH:30][CH:29]=[CH:28][N:27]=3)[C:12]=2[CH3:21])[CH:5]=1. Reactant: [CH3:1][O:2][C:3](=[O:22])[C:4]1[CH:9]=[CH:8][CH:7]=[C:6]([S:10][C:11]2[C:19]3[C:14](=[CH:15][C:16]([Cl:20])=[CH:17][CH:18]=3)[NH:13][C:12]=2[CH3:21])[CH:5]=1.Br.Br[CH2:25][C:26]1[CH:31]=[CH:30][CH:29]=[CH:28][N:27]=1.C(=O)([O-])[O-].[Cs+].[Cs+].CCOC(C)=O. The catalyst class is: 198. (4) Reactant: [NH2:1][C:2]1[CH:28]=[C:27]([Cl:29])[C:26]([O:30][CH3:31])=[CH:25][C:3]=1[O:4][CH2:5][CH2:6][CH2:7][N:8]1[CH2:13][CH2:12][C:11]([CH2:15][C:16]2[CH:21]=[CH:20][C:19]([Cl:22])=[CH:18][CH:17]=2)([OH:14])[C:10]([CH3:24])([CH3:23])[CH2:9]1.[O:32]([C:34]#[N:35])[K].CC(O)=O. Product: [Cl:29][C:27]1[C:26]([O:30][CH3:31])=[CH:25][C:3]([O:4][CH2:5][CH2:6][CH2:7][N:8]2[CH2:13][CH2:12][C:11]([CH2:15][C:16]3[CH:21]=[CH:20][C:19]([Cl:22])=[CH:18][CH:17]=3)([OH:14])[C:10]([CH3:24])([CH3:23])[CH2:9]2)=[C:2]([NH:1][C:34]([NH2:35])=[O:32])[CH:28]=1. The catalyst class is: 18.